Dataset: Forward reaction prediction with 1.9M reactions from USPTO patents (1976-2016). Task: Predict the product of the given reaction. (1) Given the reactants [CH:1]#[C:2][CH2:3][NH:4][C@H:5]1[C:9]2[CH:10]=[CH:11][CH:12]=[CH:13][C:8]=2[CH2:7][CH2:6]1.[CH3:14][S:15]([OH:18])(=[O:17])=[O:16], predict the reaction product. The product is: [CH3:14][S:15]([OH:18])(=[O:17])=[O:16].[CH:1]#[C:2][CH2:3][NH:4][C@H:5]1[C:9]2[CH:10]=[CH:11][CH:12]=[CH:13][C:8]=2[CH2:7][CH2:6]1. (2) The product is: [Cl:26][C:24]1[CH:23]=[N:22][C:5]2=[N:6][C:7]([N:8]3[CH2:13][CH2:12][N:11]([C:14]([O:16][C:17]([CH3:20])([CH3:18])[CH3:19])=[O:15])[C@@H:10]([CH3:21])[CH2:9]3)=[C:2]([NH:28][NH2:29])[N:3]=[C:4]2[CH:25]=1. Given the reactants Cl[C:2]1[N:3]=[C:4]2[CH:25]=[C:24]([Cl:26])[CH:23]=[N:22][C:5]2=[N:6][C:7]=1[N:8]1[CH2:13][CH2:12][N:11]([C:14]([O:16][C:17]([CH3:20])([CH3:19])[CH3:18])=[O:15])[C@@H:10]([CH3:21])[CH2:9]1.O.[NH2:28][NH2:29], predict the reaction product. (3) Given the reactants [F:1][C:2]([F:25])([F:24])[O:3][C:4]1[CH:23]=[CH:22][C:7]([O:8][CH2:9][C@@H:10]2[CH2:14][CH2:13][CH2:12][N:11]2C(OC(C)(C)C)=O)=[CH:6][CH:5]=1.FC(F)(F)C(O)=O, predict the reaction product. The product is: [F:24][C:2]([F:1])([F:25])[O:3][C:4]1[CH:23]=[CH:22][C:7]([O:8][CH2:9][C@@H:10]2[CH2:14][CH2:13][CH2:12][NH:11]2)=[CH:6][CH:5]=1. (4) The product is: [Cl:1][C:2]1[CH:3]=[C:4]2[C:8](=[C:9]([Cl:11])[CH:10]=1)[NH:7][C:6](=[O:12])[C:5]2([CH2:15][CH2:16][CH2:17][CH2:18][CH2:19][N:31]1[CH2:30][CH2:29][N:28]([C:25]2[CH:24]=[CH:23][C:22]([Cl:21])=[CH:27][CH:26]=2)[CH2:33][CH2:32]1)[CH2:13][CH3:14]. Given the reactants [Cl:1][C:2]1[CH:3]=[C:4]2[C:8](=[C:9]([Cl:11])[CH:10]=1)[NH:7][C:6](=[O:12])[C:5]2([CH2:15][CH2:16][CH2:17][CH2:18][CH2:19]Cl)[CH2:13][CH3:14].[Cl:21][C:22]1[CH:27]=[CH:26][C:25]([N:28]2[CH2:33][CH2:32][NH:31][CH2:30][CH2:29]2)=[CH:24][CH:23]=1, predict the reaction product. (5) Given the reactants [CH3:1][NH:2][C:3]1[CH:8]=[CH:7][CH:6]=[CH:5][C:4]=1[N+:9]([O-:11])=[O:10].[H-].[Na+].[Cl:14][C:15]1[C:20](Cl)=[N:19][CH:18]=[CH:17][N:16]=1.C(OCC)(=O)C, predict the reaction product. The product is: [CH3:1][N:2]([C:3]1[CH:8]=[CH:7][CH:6]=[CH:5][C:4]=1[N+:9]([O-:11])=[O:10])[C:20]1[C:15]([Cl:14])=[N:16][CH:17]=[CH:18][N:19]=1.